From a dataset of Full USPTO retrosynthesis dataset with 1.9M reactions from patents (1976-2016). Predict the reactants needed to synthesize the given product. (1) Given the product [Br:1][C:2]1[C:7](=[O:18])[NH:6][C:5]([C:9]([O:11][CH2:12][CH3:13])=[O:10])=[C:4]([Cl:14])[CH:3]=1, predict the reactants needed to synthesize it. The reactants are: [Br:1][C:2]1[CH:3]=[C:4]([Cl:14])[C:5]([C:9]([O:11][CH2:12][CH3:13])=[O:10])=[N+:6]([O-])[CH:7]=1.FC(F)(F)C(OC(=O)C(F)(F)F)=[O:18]. (2) Given the product [CH3:1][C:2]1[CH:7]=[CH:6][C:5]([CH3:8])=[CH:4][C:3]=1[NH:9][C:10]1[N:15]2[N:16]=[CH:17][C:18]([C:19]([O:21][CH2:22][CH3:23])=[O:20])=[C:14]2[N:13]=[CH:12][C:11]=1[C:24]([N:38]1[CH2:37][CH:36]=[C:35]([C:32]2[CH:33]=[CH:34][C:29]([F:28])=[CH:30][CH:31]=2)[CH2:40][CH2:39]1)=[O:26], predict the reactants needed to synthesize it. The reactants are: [CH3:1][C:2]1[CH:7]=[CH:6][C:5]([CH3:8])=[CH:4][C:3]=1[NH:9][C:10]1[N:15]2[N:16]=[CH:17][C:18]([C:19]([O:21][CH2:22][CH3:23])=[O:20])=[C:14]2[N:13]=[CH:12][C:11]=1[C:24]([OH:26])=O.Cl.[F:28][C:29]1[CH:34]=[CH:33][C:32]([C:35]2[CH2:36][CH2:37][NH:38][CH2:39][CH:40]=2)=[CH:31][CH:30]=1. (3) Given the product [C:5]([O:4][CH:1]=[CH:2][C@@H:28]([CH3:29])[CH2:27][CH2:26][CH:25]=[C:21]([CH3:22])[CH3:20])(=[O:7])[CH3:6], predict the reactants needed to synthesize it. The reactants are: [C:1]([O:4][C:5](=[O:7])[CH3:6])(=O)[CH3:2].C([O-])(=O)C.[K+].C(N(CC)CC)C.[CH3:20][C@@H:21]([CH2:25][CH2:26][CH:27]=[C:28](C)[CH3:29])[CH2:22]C=O. (4) Given the product [F:1][C:2]([F:35])([F:34])[C:3]1[CH:4]=[C:5]([CH:27]=[C:28]([C:30]([F:33])([F:32])[F:31])[CH:29]=1)[CH2:6][N:7]1[CH2:14][CH2:13][CH2:12][O:11][C:10]2[N:15]=[C:16]([N:45]3[CH2:46][CH2:47][CH:42]([N:36]4[CH2:41][CH2:40][CH2:39][CH2:38][CH2:37]4)[CH2:43][CH2:44]3)[CH:17]=[C:18]([C:19]3[CH:24]=[CH:23][CH:22]=[CH:21][CH:20]=3)[C:9]=2[C:8]1=[O:26], predict the reactants needed to synthesize it. The reactants are: [F:1][C:2]([F:35])([F:34])[C:3]1[CH:4]=[C:5]([CH:27]=[C:28]([C:30]([F:33])([F:32])[F:31])[CH:29]=1)[CH2:6][N:7]1[CH2:14][CH2:13][CH2:12][O:11][C:10]2[N:15]=[C:16](Cl)[CH:17]=[C:18]([C:19]3[CH:24]=[CH:23][CH:22]=[CH:21][CH:20]=3)[C:9]=2[C:8]1=[O:26].[N:36]1([CH:42]2[CH2:47][CH2:46][NH:45][CH2:44][CH2:43]2)[CH2:41][CH2:40][CH2:39][CH2:38][CH2:37]1. (5) Given the product [CH:1]1([N:4]([CH2:12][C:13]2[CH:18]=[C:17]([CH2:19][CH2:20][CH2:21][C:22]#[N:23])[CH:16]=[C:15]([Cl:24])[C:14]=2[Cl:25])[C:5](=[O:11])[O:6][C:7]([CH3:9])([CH3:10])[CH3:8])[CH2:3][CH2:2]1, predict the reactants needed to synthesize it. The reactants are: [CH:1]1([N:4]([CH2:12][C:13]2[CH:18]=[C:17]([CH2:19]/[CH:20]=[CH:21]/[C:22]#[N:23])[CH:16]=[C:15]([Cl:24])[C:14]=2[Cl:25])[C:5](=[O:11])[O:6][C:7]([CH3:10])([CH3:9])[CH3:8])[CH2:3][CH2:2]1.